From a dataset of Full USPTO retrosynthesis dataset with 1.9M reactions from patents (1976-2016). Predict the reactants needed to synthesize the given product. (1) Given the product [Cl:1][C:2]1[CH:3]=[C:4]([I:20])[C:5]([OH:12])=[C:6]([CH:11]=1)[C:7]([O:9][CH3:10])=[O:8], predict the reactants needed to synthesize it. The reactants are: [Cl:1][C:2]1[CH:3]=[CH:4][C:5]([OH:12])=[C:6]([CH:11]=1)[C:7]([O:9][CH3:10])=[O:8].C1C(=O)N([I:20])C(=O)C1. (2) Given the product [ClH:24].[NH:8]([C:5]1[CH:4]=[C:3]([C:1]#[N:2])[S:7][CH:6]=1)[NH2:9], predict the reactants needed to synthesize it. The reactants are: [C:1]([C:3]1[S:7][CH:6]=[C:5]([N:8](C(OC(C)(C)C)=O)[NH:9]C(OC(C)(C)C)=O)[CH:4]=1)#[N:2].[ClH:24].O1CCOCC1. (3) Given the product [CH3:1][N:2]1[CH2:7][CH2:6][CH:5]([C:8]2[CH:9]=[CH:10][C:11]([NH2:14])=[CH:12][CH:13]=2)[CH2:4][CH2:3]1, predict the reactants needed to synthesize it. The reactants are: [CH3:1][N:2]1[CH2:7][CH:6]=[C:5]([C:8]2[CH:13]=[CH:12][C:11]([N+:14]([O-])=O)=[CH:10][CH:9]=2)[CH2:4][CH2:3]1. (4) Given the product [Br:22][C:23]1[CH:29]=[CH:28][C:26]([NH:27][CH:12]=[C:3]([C:2](=[O:1])[CH2:9][CH2:10][CH3:11])[C:4]([O:6][CH2:7][CH3:8])=[O:5])=[CH:25][CH:24]=1, predict the reactants needed to synthesize it. The reactants are: [O:1]=[C:2]([CH2:9][CH2:10][CH3:11])[CH2:3][C:4]([O:6][CH2:7][CH3:8])=[O:5].[CH:12](OCC)(OCC)OCC.[Br:22][C:23]1[CH:29]=[CH:28][C:26]([NH2:27])=[CH:25][CH:24]=1. (5) Given the product [Cl:1][C:2]1[CH:9]=[C:8]([C:20]2[CH:21]=[N:22][CH:23]=[C:24]([F:37])[C:25]=2[CH:26]([OH:36])[CH2:27][OH:28])[CH:7]=[CH:6][C:3]=1[C:4]#[N:5], predict the reactants needed to synthesize it. The reactants are: [Cl:1][C:2]1[CH:9]=[C:8](B2OC(C)(C)C(C)(C)O2)[CH:7]=[CH:6][C:3]=1[C:4]#[N:5].Br[C:20]1[CH:21]=[N:22][CH:23]=[C:24]([F:37])[C:25]=1[CH:26]([OH:36])[CH2:27][O:28][Si](C(C)(C)C)(C)C.C(=O)([O-])[O-].[Na+].[Na+].C(Cl)Cl.Cl.O1CCOCC1.